From a dataset of Full USPTO retrosynthesis dataset with 1.9M reactions from patents (1976-2016). Predict the reactants needed to synthesize the given product. Given the product [CH3:1][O:2][C:3]1[CH:8]=[C:7]([CH2:9][CH:10]2[CH2:11][NH:12][CH2:13][CH2:14][NH:15]2)[CH:6]=[CH:5][N:4]=1, predict the reactants needed to synthesize it. The reactants are: [CH3:1][O:2][C:3]1[CH:8]=[C:7]([CH2:9][CH:10]2[NH:15][C:14](=O)[CH2:13][NH:12][C:11]2=O)[CH:6]=[CH:5][N:4]=1.[OH-].[Na+].